This data is from Reaction yield outcomes from USPTO patents with 853,638 reactions. The task is: Predict the reaction yield, written as a fraction of the theoretical maximum amount of product (1.0 means a 100% yield; for example, 0.34 means a 34% yield). (1) The reactants are [CH2:1]([N:8]([O:18][CH:19]1[CH2:24][CH2:23][CH2:22][CH2:21][O:20]1)[C:9]([C:11]1[CH:16]=[C:15](Br)[CH:14]=[CH:13][N:12]=1)=[O:10])[C:2]1[CH:7]=[CH:6][CH:5]=[CH:4][CH:3]=1.[N-:25]=[N+:26]=[N-:27].[Na+]. The catalyst is CN(C)C=O.O.C(OCC)(=O)C. The product is [CH2:1]([N:8]([O:18][CH:19]1[CH2:24][CH2:23][CH2:22][CH2:21][O:20]1)[C:9]([C:11]1[CH:16]=[C:15]([N:25]=[N+:26]=[N-:27])[CH:14]=[CH:13][N:12]=1)=[O:10])[C:2]1[CH:7]=[CH:6][CH:5]=[CH:4][CH:3]=1. The yield is 0.610. (2) The yield is 0.740. The product is [C:1]([O:5][C:6]([N:8]1[CH2:12][CH2:11][C@H:10]([NH:13][C:14]2[C:15]3[CH2:23][N:22]([C:25]4[CH:30]=[N:29][C:28]([O:31][CH3:32])=[C:27]([C:33]([F:36])([F:35])[F:34])[CH:26]=4)[CH2:21][CH2:20][C:16]=3[N:17]=[CH:18][N:19]=2)[CH2:9]1)=[O:7])([CH3:4])([CH3:2])[CH3:3]. The reactants are [C:1]([O:5][C:6]([N:8]1[CH2:12][CH2:11][C@H:10]([NH:13][C:14]2[C:15]3[CH2:23][NH:22][CH2:21][CH2:20][C:16]=3[N:17]=[CH:18][N:19]=2)[CH2:9]1)=[O:7])([CH3:4])([CH3:3])[CH3:2].Br[C:25]1[CH:26]=[C:27]([C:33]([F:36])([F:35])[F:34])[C:28]([O:31][CH3:32])=[N:29][CH:30]=1.CC(C)([O-])C.[Na+].C(O)(C)(C)C. The catalyst is C1C=CC(/C=C/C(/C=C/C2C=CC=CC=2)=O)=CC=1.C1C=CC(/C=C/C(/C=C/C2C=CC=CC=2)=O)=CC=1.C1C=CC(/C=C/C(/C=C/C2C=CC=CC=2)=O)=CC=1.[Pd].[Pd].C(P(C(C)(C)C)C1C=CC=CC=1C1C=CC=CC=1N(C)C)(C)(C)C.CCOC(C)=O.CO. (3) The reactants are C([N:8]1[CH2:13][CH2:12][CH:11]([NH:14][C:15]([C:17]2[N:29]([CH3:30])[C:28]3[C:27]4[CH:26]=[CH:25][CH:24]=[CH:23][C:22]=4[N:21]([CH2:31][C:32](=[O:39])[C:33]4[CH:38]=[CH:37][CH:36]=[CH:35][CH:34]=4)[C:20](=[O:40])[C:19]=3[C:18]=2[O:41][CH3:42])=[O:16])[CH:10]([CH3:43])[CH2:9]1)C1C=CC=CC=1.ClC(OC(Cl)C)=O.C(N(C(C)C)CC)(C)C. The catalyst is C1COCC1. The product is [CH3:42][O:41][C:18]1[C:19]2[C:20](=[O:40])[N:21]([CH2:31][C:32](=[O:39])[C:33]3[CH:38]=[CH:37][CH:36]=[CH:35][CH:34]=3)[C:22]3[CH:23]=[CH:24][CH:25]=[CH:26][C:27]=3[C:28]=2[N:29]([CH3:30])[C:17]=1[C:15]([NH:14][CH:11]1[CH2:12][CH2:13][NH:8][CH2:9][CH:10]1[CH3:43])=[O:16]. The yield is 0.290. (4) The reactants are [CH3:1][O:2][C:3]1[C:4](B(O)O)=[CH:5][C:6]2[CH2:7][CH2:8][CH2:9][CH2:10][C:11]=2[CH:12]=1.Br[C:17]1[N:18]=[C:19]([CH2:36][CH3:37])[C:20]([NH:25][C@@H:26]2[C:34]3[C:29](=[CH:30][CH:31]=[CH:32][CH:33]=3)[CH2:28][C@@H:27]2[OH:35])=[N:21][C:22]=1[CH2:23][CH3:24]. No catalyst specified. The product is [CH2:36]([C:19]1[C:20]([NH:25][C@@H:26]2[C:34]3[C:29](=[CH:30][CH:31]=[CH:32][CH:33]=3)[CH2:28][C@@H:27]2[OH:35])=[N:21][C:22]([CH2:23][CH3:24])=[C:17]([C:4]2[C:3]([O:2][CH3:1])=[CH:12][C:11]3[CH2:10][CH2:9][CH2:8][CH2:7][C:6]=3[CH:5]=2)[N:18]=1)[CH3:37]. The yield is 0.670. (5) The reactants are C(O[C:6](=O)[NH:7][CH2:8][CH2:9][N:10]1[CH2:15][CH2:14][O:13][CH2:12][CH2:11]1)(C)(C)C.[H-].[Al+3].[Li+].[H-].[H-].[H-].O.[OH-].[Na+]. The catalyst is C1COCC1. The product is [CH3:6][NH:7][CH2:8][CH2:9][N:10]1[CH2:15][CH2:14][O:13][CH2:12][CH2:11]1. The yield is 0.990. (6) The reactants are [CH3:1][C:2]1([CH3:15])[C:11]2[C:6](=[CH:7][C:8]([N+:12]([O-:14])=[O:13])=[CH:9][CH:10]=2)[NH:5][CH2:4][CH2:3]1.[CH3:16][C:17]([O:20][C:21](O[C:21]([O:20][C:17]([CH3:19])([CH3:18])[CH3:16])=[O:22])=[O:22])([CH3:19])[CH3:18]. No catalyst specified. The product is [C:17]([O:20][C:21]([N:5]1[C:6]2[C:11](=[CH:10][CH:9]=[C:8]([N+:12]([O-:14])=[O:13])[CH:7]=2)[C:2]([CH3:15])([CH3:1])[CH2:3][CH2:4]1)=[O:22])([CH3:19])([CH3:18])[CH3:16]. The yield is 0.220.